This data is from Reaction yield outcomes from USPTO patents with 853,638 reactions. The task is: Predict the reaction yield, written as a fraction of the theoretical maximum amount of product (1.0 means a 100% yield; for example, 0.34 means a 34% yield). The yield is 0.630. The product is [CH3:42][O:41][C:39](=[O:40])[CH2:38][O:36][C:13]1[CH:14]=[CH:15][C:16]([NH:17][C:18]([C:20]2[C:29]3[C:24](=[CH:25][CH:26]=[CH:27][CH:28]=3)[C:23]([CH2:30][N:31]3[CH:35]=[CH:34][N:33]=[N:32]3)=[CH:22][CH:21]=2)=[O:19])=[C:11]([C:9]([NH:8][CH2:7][CH:1]2[CH2:6][CH2:5][CH2:4][CH2:3][CH2:2]2)=[O:10])[N:12]=1. The catalyst is C(#N)C.ClCCl.C(=O)([O-])[O-].[Ag+2]. The reactants are [CH:1]1([CH2:7][NH:8][C:9]([C:11]2[C:16]([NH:17][C:18]([C:20]3[C:29]4[C:24](=[CH:25][CH:26]=[CH:27][CH:28]=4)[C:23]([CH2:30][N:31]4[CH:35]=[CH:34][N:33]=[N:32]4)=[CH:22][CH:21]=3)=[O:19])=[CH:15][CH:14]=[C:13]([OH:36])[N:12]=2)=[O:10])[CH2:6][CH2:5][CH2:4][CH2:3][CH2:2]1.Br[CH2:38][C:39]([O:41][CH3:42])=[O:40].